The task is: Predict the product of the given reaction.. This data is from Forward reaction prediction with 1.9M reactions from USPTO patents (1976-2016). (1) Given the reactants C(N(CC)CC)C.[C:8]([O:12][C:13]([N:15]1[CH2:18][CH:17]([NH2:19])[CH2:16]1)=[O:14])([CH3:11])([CH3:10])[CH3:9].[C:20](Cl)(=[O:23])[CH2:21][CH3:22].O, predict the reaction product. The product is: [C:8]([O:12][C:13]([N:15]1[CH2:18][CH:17]([NH:19][C:20](=[O:23])[CH2:21][CH3:22])[CH2:16]1)=[O:14])([CH3:11])([CH3:9])[CH3:10]. (2) Given the reactants [CH2:1]([N:5]([CH2:15][C:16]1[CH:25]=[CH:24][C:19]([C:20]([NH:22][OH:23])=[O:21])=[CH:18][CH:17]=1)[C:6]([NH:8][C:9]1N=CC=CN=1)=[O:7])[CH2:2][CH2:3][CH3:4].C(N(CC1C=CC(C(NO)=O)=CC=1)C(NN(C)C)=O)CCC.N1C=CC=NC=1N.[CH3:55][N:56]([NH:58][C:59]1[CH:64]=C[CH:62]=[CH:61][CH:60]=1)C, predict the reaction product. The product is: [CH2:1]([N:5]([CH2:15][C:16]1[CH:17]=[CH:18][C:19]([C:20]([NH:22][OH:23])=[O:21])=[CH:24][CH:25]=1)[C:6]([NH:8][C:9]1[CH:64]=[C:59]2[C:60]([CH:55]=[N:56][NH:58]2)=[CH:61][CH:62]=1)=[O:7])[CH2:2][CH2:3][CH3:4]. (3) Given the reactants [Cl:1][C:2]1[CH:7]=[CH:6][C:5]([NH:8][C:9]([NH:11][C:12]2[CH:17]=[CH:16][C:15]([N:18]3[C:26](I)=[N:25][C:24]4[C:19]3=[N:20][CH:21]=[N:22][C:23]=4[NH:28][CH3:29])=[CH:14][CH:13]=2)=[O:10])=[CH:4][C:3]=1[C:30]([F:33])([F:32])[F:31].[CH3:34][N:35]([CH3:39])[CH2:36][CH2:37][OH:38], predict the reaction product. The product is: [Cl:1][C:2]1[CH:7]=[CH:6][C:5]([NH:8][C:9]([NH:11][C:12]2[CH:17]=[CH:16][C:15]([N:18]3[C:26]([O:38][CH2:37][CH2:36][N:35]([CH3:39])[CH3:34])=[N:25][C:24]4[C:19]3=[N:20][CH:21]=[N:22][C:23]=4[NH:28][CH3:29])=[CH:14][CH:13]=2)=[O:10])=[CH:4][C:3]=1[C:30]([F:33])([F:32])[F:31]. (4) Given the reactants [CH3:1]CN(C(C)C)C(C)C.I[C:11]1[CH:19]=[CH:18][C:14]([C:15]([OH:17])=[O:16])=[CH:13][CH:12]=1.C1C=NC2N(O)N=NC=2C=1.[CH2:30]([Cl:33])[CH2:31]Cl.O[C@@H]1CC[N:37]([C:40]([C:42]2[CH:47]=[CH:46][C:45](OC(F)(F)F)=[CH:44][CH:43]=2)=O)[C@H]1C(NOCC1C=CC=CC=1)=O, predict the reaction product. The product is: [CH3:1][O:17][C:15](=[O:16])[C:14]1[CH:18]=[CH:19][C:11]([C:46]#[C:45][C:44]#[C:43][C:42]2[CH:40]=[N:37][C:30]([Cl:33])=[CH:31][CH:47]=2)=[CH:12][CH:13]=1. (5) Given the reactants [CH2:1]([O:8][C:9]([NH:11][CH2:12][CH2:13][O:14][NH:15][C:16]([C@@H:18]1[CH2:23][CH2:22][C@@H:21]([NH:24][O:25][CH2:26][C:27]2[CH:32]=[CH:31][CH:30]=[CH:29][CH:28]=2)[CH2:20][N:19]1C(OC(C)(C)C)=O)=[O:17])=[O:10])[C:2]1[CH:7]=[CH:6][CH:5]=[CH:4][CH:3]=1, predict the reaction product. The product is: [CH2:1]([O:8][C:9]([NH:11][CH2:12][CH2:13][O:14][NH:15][C:16]([C@@H:18]1[CH2:23][CH2:22][C@@H:21]([NH:24][O:25][CH2:26][C:27]2[CH:32]=[CH:31][CH:30]=[CH:29][CH:28]=2)[CH2:20][NH:19]1)=[O:17])=[O:10])[C:2]1[CH:7]=[CH:6][CH:5]=[CH:4][CH:3]=1. (6) The product is: [Cl:1][C:2]1[CH:7]=[C:6]([C:8]#[C:9][C:10]2[N:11]=[C:12]([CH3:15])[N:13]([C:20]3[CH:19]=[CH:18][C:17]([Cl:16])=[C:22]([Cl:23])[CH:21]=3)[CH:14]=2)[CH:5]=[CH:4][N:3]=1. Given the reactants [Cl:1][C:2]1[CH:7]=[C:6]([C:8]#[C:9][C:10]2[N:11]=[C:12]([CH3:15])[NH:13][CH:14]=2)[CH:5]=[CH:4][N:3]=1.[Cl:16][C:17]1[CH:18]=[C:19](B(O)O)[CH:20]=[CH:21][C:22]=1[Cl:23], predict the reaction product. (7) Given the reactants C(C=C=O)CCC.[CH2:8]([C@H:12]1[C:13](=[O:21])[O:14]/[C:15]/1=[CH:16]\[CH2:17][CH2:18][CH2:19][CH3:20])[CH2:9][CH2:10][CH3:11], predict the reaction product. The product is: [CH2:8]([C@@H:12]1[C@H:15]([CH2:16][CH2:17][CH2:18][CH2:19][CH3:20])[O:14][C:13]1=[O:21])[CH2:9][CH2:10][CH3:11]. (8) The product is: [O:4]1[CH:23]=[N:2][N:1]=[C:3]1[C:5]1[NH:6][C:7]2[C:12]([CH:13]=1)=[CH:11][CH:10]=[CH:9][C:8]=2[NH:14][S:15]([C:18]1[S:19][CH:20]=[CH:21][CH:22]=1)(=[O:17])=[O:16]. Given the reactants [NH:1]([C:3]([C:5]1[NH:6][C:7]2[C:12]([CH:13]=1)=[CH:11][CH:10]=[CH:9][C:8]=2[NH:14][S:15]([C:18]1[S:19][CH:20]=[CH:21][CH:22]=1)(=[O:17])=[O:16])=[O:4])[NH2:2].[CH:23](OC)(OC)OC, predict the reaction product. (9) The product is: [Cl:25][C:26]1[C:27]([I:33])=[CH:28][C:29]([NH:32][C:14]([C@@H:10]2[CH2:11][CH2:12][CH2:13][N:8]([C:6]([O:5][C:1]([CH3:2])([CH3:3])[CH3:4])=[O:7])[CH2:9]2)=[O:16])=[N:30][CH:31]=1. Given the reactants [C:1]([O:5][C:6]([N:8]1[CH2:13][CH2:12][CH2:11][C@@H:10]([C:14]([OH:16])=O)[CH2:9]1)=[O:7])([CH3:4])([CH3:3])[CH3:2].ClC(N(C)C)=C(C)C.[Cl:25][C:26]1[C:27]([I:33])=[CH:28][C:29]([NH2:32])=[N:30][CH:31]=1.N1C=CC=CC=1, predict the reaction product. (10) Given the reactants [CH3:1][CH:2]1[CH2:11][C:10]2[C:5](=[CH:6][CH:7]=[CH:8][CH:9]=2)[NH:4][C:3]1=[O:12].[Cl-].[Al+3].[Cl-].[Cl-].[Cl:17][CH2:18][CH2:19][C:20](Cl)=[O:21], predict the reaction product. The product is: [Cl:17][CH2:18][CH2:19][C:20]([C:8]1[CH:9]=[C:10]2[C:5](=[CH:6][CH:7]=1)[NH:4][C:3](=[O:12])[CH:2]([CH3:1])[CH2:11]2)=[O:21].